This data is from Full USPTO retrosynthesis dataset with 1.9M reactions from patents (1976-2016). The task is: Predict the reactants needed to synthesize the given product. (1) Given the product [C:18]([C:22]1[CH:23]=[CH:24][C:25]([CH2:26][N:12]2[C:13]([CH3:17])([CH3:16])[C:14](=[O:15])[N:11]2[CH:2]2[CH:3]3[CH2:4][CH:5]4[CH2:6][CH:7]([CH2:8][CH:1]2[CH2:10]4)[CH2:9]3)=[CH:28][CH:29]=1)([CH3:21])([CH3:19])[CH3:20], predict the reactants needed to synthesize it. The reactants are: [CH:1]12[CH2:10][CH:5]3[CH2:6][CH:7]([CH2:9][CH:3]([CH2:4]3)[CH:2]1[N:11]1[C:14](=[O:15])[C:13]([CH3:17])([CH3:16])[NH:12]1)[CH2:8]2.[C:18]([C:22]1[CH:29]=[CH:28][C:25]([CH2:26]Br)=[CH:24][CH:23]=1)([CH3:21])([CH3:20])[CH3:19]. (2) Given the product [CH2:48]([O:47][CH2:46][CH2:45][O:10][C@@H:9]1[C@H:4]2[O:3][C:2]([CH3:31])([CH3:1])[O:6][C@H:5]2[C@H:7]([NH:11][C:12]([C:13]2[CH:18]=[CH:17][CH:16]=[CH:15][CH:14]=2)([C:25]2[CH:30]=[CH:29][CH:28]=[CH:27][CH:26]=2)[C:19]2[CH:20]=[CH:21][CH:22]=[CH:23][CH:24]=2)[CH2:8]1)[C:49]1[CH:54]=[CH:53][CH:52]=[CH:51][CH:50]=1, predict the reactants needed to synthesize it. The reactants are: [CH3:1][C:2]1([CH3:31])[O:6][C@H:5]2[C@H:7]([NH:11][C:12]([C:25]3[CH:30]=[CH:29][CH:28]=[CH:27][CH:26]=3)([C:19]3[CH:24]=[CH:23][CH:22]=[CH:21][CH:20]=3)[C:13]3[CH:18]=[CH:17][CH:16]=[CH:15][CH:14]=3)[CH2:8][C@H:9]([OH:10])[C@H:4]2[O:3]1.[H-].[Na+].CC1C=CC(S(O[CH2:45][CH2:46][O:47][CH2:48][C:49]2[CH:54]=[CH:53][CH:52]=[CH:51][CH:50]=2)(=O)=O)=CC=1. (3) Given the product [Br:16][C:15]1[C:10]([CH2:7][C:6]#[N:8])=[N:11][CH:12]=[CH:13][CH:14]=1, predict the reactants needed to synthesize it. The reactants are: C([Li])CCC.[C:6](#[N:8])[CH3:7].Br[C:10]1[C:15]([Br:16])=[CH:14][CH:13]=[CH:12][N:11]=1. (4) Given the product [Cl:11][CH2:12][C:13]([NH:1][C:2]1[CH:3]=[N:4][CH:5]=[N:6][CH:7]=1)=[O:14], predict the reactants needed to synthesize it. The reactants are: [NH2:1][C:2]1[CH:3]=[N:4][CH:5]=[N:6][CH:7]=1.C(#N)C.[Cl:11][CH2:12][C:13](Cl)=[O:14]. (5) Given the product [F:12][C:13]1[CH:14]=[C:15]([S:19][C:7]2[C:8]3[S:1][CH:2]=[CH:3][C:4]=3[NH:5][C:6]=2[C:9]([NH2:11])=[O:10])[CH:16]=[CH:17][CH:18]=1, predict the reactants needed to synthesize it. The reactants are: [S:1]1[C:8]2[CH:7]=[C:6]([C:9]([NH2:11])=[O:10])[NH:5][C:4]=2[CH:3]=[CH:2]1.[F:12][C:13]1[CH:14]=[C:15]([S:19][S:19][C:15]2[CH:16]=[CH:17][CH:18]=[C:13]([F:12])[CH:14]=2)[CH:16]=[CH:17][CH:18]=1.C(=O)([O-])[O-].[Cs+].[Cs+]. (6) Given the product [Br:1][C:2]1[C:3]([S:9][CH3:10])=[N:4][C:5]([NH:16][C:13]2([CH3:12])[CH2:15][CH2:14]2)=[N:6][CH:7]=1, predict the reactants needed to synthesize it. The reactants are: [Br:1][C:2]1[C:3]([S:9][CH3:10])=[N:4][C:5](Cl)=[N:6][CH:7]=1.Cl.[CH3:12][C:13]1([NH2:16])[CH2:15][CH2:14]1.CCN(C(C)C)C(C)C. (7) Given the product [O:31]=[C:10]1[N:11]([CH2:26][C:27]([F:28])([F:29])[F:30])[CH2:12][CH2:13][NH:14][CH2:15][CH:9]1[NH:8][C:6](=[O:7])[O:5][C:1]([CH3:3])([CH3:2])[CH3:4], predict the reactants needed to synthesize it. The reactants are: [C:1]([O:5][C:6]([NH:8][CH:9]1[CH2:15][N:14](C(OCC2C=CC=CC=2)=O)[CH2:13][CH2:12][N:11]([CH2:26][C:27]([F:30])([F:29])[F:28])[C:10]1=[O:31])=[O:7])([CH3:4])([CH3:3])[CH3:2]. (8) Given the product [CH3:15][N:11]1[CH2:12][CH2:13][CH2:14][C@H:9]([CH2:8][OH:7])[CH2:10]1, predict the reactants needed to synthesize it. The reactants are: [H-].[Al+3].[Li+].[H-].[H-].[H-].[OH:7][CH2:8][C@H:9]1[CH2:14][CH2:13][CH2:12][N:11]([C:15](OC(C)(C)C)=O)[CH2:10]1.O.[OH-].[Na+]. (9) Given the product [CH3:49][C:46]1[CH:47]=[CH:48][C:11]([CH2:10][C:9]([NH2:8])=[O:50])=[C:12]([CH2:13][CH2:14][C:15]2[C:20]([C:21]([F:24])([F:22])[F:23])=[CH:19][N:18]=[C:17]([NH:25][C:26]3[CH:27]=[CH:28][C:29]([CH:32]4[CH2:33][CH2:34][NH:35][CH2:36][CH2:37]4)=[CH:30][CH:31]=3)[N:16]=2)[CH:45]=1, predict the reactants needed to synthesize it. The reactants are: C(O)(C(F)(F)F)=O.[NH2:8][C:9](=[O:50])[CH2:10][C:11]1[CH:48]=[CH:47][C:46]([CH3:49])=[CH:45][C:12]=1[CH2:13][CH2:14][C:15]1[C:20]([C:21]([F:24])([F:23])[F:22])=[CH:19][N:18]=[C:17]([NH:25][C:26]2[CH:31]=[CH:30][C:29]([CH:32]3[CH2:37][CH2:36][N:35](C(OC(C)(C)C)=O)[CH2:34][CH2:33]3)=[CH:28][CH:27]=2)[N:16]=1. (10) Given the product [Cl:13][C:7]1[CH:8]=[CH:9][C:10]([Cl:12])=[CH:11][C:6]=1[O:5][C@@H:4]([C:14]1[S:15][CH:16]=[CH:17][CH:18]=1)[CH2:3][CH2:2][I:19], predict the reactants needed to synthesize it. The reactants are: Cl[CH2:2][CH2:3][C@H:4]([C:14]1[S:15][CH:16]=[CH:17][CH:18]=1)[O:5][C:6]1[CH:11]=[C:10]([Cl:12])[CH:9]=[CH:8][C:7]=1[Cl:13].[I-:19].[Na+].